This data is from Reaction yield outcomes from USPTO patents with 853,638 reactions. The task is: Predict the reaction yield, written as a fraction of the theoretical maximum amount of product (1.0 means a 100% yield; for example, 0.34 means a 34% yield). (1) The reactants are [F:1][C:2]1[CH:23]=[CH:22][C:5]([CH2:6][C:7]2([CH:20]=O)[CH2:12][CH2:11][N:10]([C:13]([O:15][C:16]([CH3:19])([CH3:18])[CH3:17])=[O:14])[CH2:9][CH2:8]2)=[CH:4][CH:3]=1.[C:24]1([C@@H:30]2[CH2:32][C@H:31]2[NH2:33])[CH:29]=[CH:28][CH:27]=[CH:26][CH:25]=1.C(O)(=O)C.C(O[BH-](OC(=O)C)OC(=O)C)(=O)C.[Na+]. The catalyst is ClCCCl.C(Cl)Cl. The product is [F:1][C:2]1[CH:23]=[CH:22][C:5]([CH2:6][C:7]2([CH2:20][NH:33][C@@H:31]3[CH2:32][C@H:30]3[C:24]3[CH:29]=[CH:28][CH:27]=[CH:26][CH:25]=3)[CH2:12][CH2:11][N:10]([C:13]([O:15][C:16]([CH3:19])([CH3:18])[CH3:17])=[O:14])[CH2:9][CH2:8]2)=[CH:4][CH:3]=1. The yield is 0.870. (2) The reactants are [CH3:1][O:2][C:3](=[O:15])[C:4]1[CH:13]=[CH:12][C:7]([C:8]([O:10][CH3:11])=[O:9])=[CH:6][C:5]=1[NH2:14].C(N(CC)CC)C.[C:23]([C:27]1[CH:35]=[CH:34][C:30]([C:31](Cl)=[O:32])=[CH:29][CH:28]=1)([CH3:26])([CH3:25])[CH3:24].Cl.C([O-])(O)=O.[Na+]. The catalyst is C(Cl)Cl. The product is [CH3:1][O:2][C:3](=[O:15])[C:4]1[CH:13]=[CH:12][C:7]([C:8]([O:10][CH3:11])=[O:9])=[CH:6][C:5]=1[NH:14][C:31](=[O:32])[C:30]1[CH:34]=[CH:35][C:27]([C:23]([CH3:25])([CH3:24])[CH3:26])=[CH:28][CH:29]=1. The yield is 0.730. (3) The reactants are [Br:1][C:2]1[CH:7]=[C:6]([N+:8]([O-])=O)[CH:5]=[CH:4][C:3]=1[O:11][C:12]1[CH:17]=[CH:16][C:15]([F:18])=[CH:14][C:13]=1[F:19].[Cl-].[NH4+].O. The catalyst is O1CCCC1.C(O)C.[Fe]. The product is [Br:1][C:2]1[CH:7]=[C:6]([CH:5]=[CH:4][C:3]=1[O:11][C:12]1[CH:17]=[CH:16][C:15]([F:18])=[CH:14][C:13]=1[F:19])[NH2:8]. The yield is 0.820. (4) The reactants are [CH3:1][C:2]1[N:7]=[CH:6][C:5]([NH2:8])=[C:4]([NH:9][C:10]2[CH:15]=[CH:14][CH:13]=[CH:12][N:11]=2)[CH:3]=1.C(O)(=O)C.[N:20](OC(C)(C)C)=O. The catalyst is C1COCC1. The product is [CH3:1][C:2]1[N:7]=[CH:6][C:5]2[N:8]=[N:20][N:9]([C:10]3[CH:15]=[CH:14][CH:13]=[CH:12][N:11]=3)[C:4]=2[CH:3]=1. The yield is 0.700. (5) The reactants are [Br:1][CH2:2][CH2:3][CH2:4][CH2:5]Br.[CH3:7][CH:8]([CH2:12][CH2:13][CH2:14][CH:15]([CH3:17])[CH3:16])[CH2:9][CH2:10][OH:11].[OH-].[Na+]. The catalyst is [Br-].C([N+](CCCC)(CCCC)CCCC)CCC.CCCCCC.O. The product is [CH3:7][CH:8]([CH2:12][CH2:13][CH2:14][CH:15]([CH3:17])[CH3:16])[CH2:9][CH2:10][O:11][CH2:5][CH2:4][CH2:3][CH2:2][Br:1]. The yield is 0.680. (6) The reactants are [C:1]([O:5][C:6]([N:8]([CH3:46])[C@H:9]([C:21]([NH:23][C@H:24]([C:30]([N:32]([C@@H:34]([CH:43]([CH3:45])[CH3:44])/[CH:35]=[C:36](\[CH3:42])/[C:37]([O:39]CC)=[O:38])[CH3:33])=[O:31])[C:25]([S:28][CH3:29])([CH3:27])[CH3:26])=[O:22])[C:10]([CH3:20])([CH3:19])[C:11]1[CH:16]=[CH:15][C:14]([O:17][CH3:18])=[CH:13][CH:12]=1)=[O:7])([CH3:4])([CH3:3])[CH3:2].O.[OH-].[Li+]. The catalyst is CO. The product is [C:1]([O:5][C:6]([N:8]([CH3:46])[C@H:9]([C:21]([NH:23][C@H:24]([C:30]([N:32]([C@@H:34]([CH:43]([CH3:44])[CH3:45])/[CH:35]=[C:36](/[C:37]([OH:39])=[O:38])\[CH3:42])[CH3:33])=[O:31])[C:25]([S:28][CH3:29])([CH3:26])[CH3:27])=[O:22])[C:10]([CH3:20])([CH3:19])[C:11]1[CH:16]=[CH:15][C:14]([O:17][CH3:18])=[CH:13][CH:12]=1)=[O:7])([CH3:2])([CH3:3])[CH3:4]. The yield is 0.970.